Predict the reactants needed to synthesize the given product. From a dataset of Full USPTO retrosynthesis dataset with 1.9M reactions from patents (1976-2016). (1) Given the product [C:1]([O:5][C:6](=[O:24])[NH:7][C:8]1[CH:13]=[CH:12][C:11]([C:14]#[C:15][C:16]2[CH:17]=[CH:18][C:19]([F:22])=[CH:20][CH:21]=2)=[CH:10][C:9]=1[NH:23][C:30](=[O:29])[CH2:31][C:32]([C:34]1[CH:39]=[CH:38][CH:37]=[C:36]([N:40]2[CH:44]=[C:43]([CH3:45])[N:42]=[CH:41]2)[CH:35]=1)=[O:33])([CH3:4])([CH3:2])[CH3:3], predict the reactants needed to synthesize it. The reactants are: [C:1]([O:5][C:6](=[O:24])[NH:7][C:8]1[CH:13]=[CH:12][C:11]([C:14]#[C:15][C:16]2[CH:21]=[CH:20][C:19]([F:22])=[CH:18][CH:17]=2)=[CH:10][C:9]=1[NH2:23])([CH3:4])([CH3:3])[CH3:2].C([O:29][C:30](=O)[CH2:31][C:32]([C:34]1[CH:39]=[CH:38][CH:37]=[C:36]([N:40]2[CH:44]=[C:43]([CH3:45])[N:42]=[CH:41]2)[CH:35]=1)=[O:33])(C)(C)C. (2) Given the product [Br:1][C:2]1[CH:7]=[CH:6][C:5]([S:8]([N:11]([CH2:13][C:14]2[O:18][CH:17]=[C:16]([C:19]([NH:49][CH2:48][C:44]3[CH:45]=[CH:46][CH:47]=[C:42]([CH2:41][N:36]4[CH2:40][CH2:39][CH2:38][CH2:37]4)[CH:43]=3)=[O:20])[CH:15]=2)[CH3:12])(=[O:9])=[O:10])=[C:4]([CH2:22][CH3:23])[CH:3]=1, predict the reactants needed to synthesize it. The reactants are: [Br:1][C:2]1[CH:7]=[CH:6][C:5]([S:8]([N:11]([CH2:13][C:14]2[O:18][CH:17]=[C:16]([C:19](O)=[O:20])[CH:15]=2)[CH3:12])(=[O:10])=[O:9])=[C:4]([CH2:22][CH3:23])[CH:3]=1.C1N=CN(C(N2C=NC=C2)=O)C=1.[N:36]1([CH2:41][C:42]2[CH:43]=[C:44]([CH2:48][NH2:49])[CH:45]=[CH:46][CH:47]=2)[CH2:40][CH2:39][CH2:38][CH2:37]1. (3) Given the product [O:1]([C:8]1[CH:9]=[CH:10][C:11]([NH:14][C:15]2[C:24]3[C:19](=[CH:20][C:21]([C:25]4[O:29][C:28]([CH2:30][NH:38][CH2:37][CH2:36][S:33]([CH3:32])(=[O:35])=[O:34])=[CH:27][CH:26]=4)=[CH:22][CH:23]=3)[N:18]=[CH:17][CH:16]=2)=[CH:12][CH:13]=1)[C:2]1[CH:3]=[CH:4][CH:5]=[CH:6][CH:7]=1, predict the reactants needed to synthesize it. The reactants are: [O:1]([C:8]1[CH:13]=[CH:12][C:11]([NH:14][C:15]2[C:24]3[C:19](=[CH:20][C:21]([C:25]4[O:29][C:28]([CH:30]=O)=[CH:27][CH:26]=4)=[CH:22][CH:23]=3)[N:18]=[CH:17][CH:16]=2)=[CH:10][CH:9]=1)[C:2]1[CH:7]=[CH:6][CH:5]=[CH:4][CH:3]=1.[CH3:32][S:33]([CH2:36][CH2:37][NH2:38])(=[O:35])=[O:34]. (4) Given the product [Br:9][C:10]1[N:15]=[C:14]2[N:16]([CH3:1])[N:17]=[C:18]([C:19]3[CH:24]=[CH:23][CH:22]=[CH:21][CH:20]=3)[C:13]2=[C:12]([C:25]([F:27])([F:28])[F:26])[CH:11]=1, predict the reactants needed to synthesize it. The reactants are: [CH3:1]I.C(=O)([O-])[O-].[K+].[K+].[Br:9][C:10]1[N:15]=[C:14]2[NH:16][N:17]=[C:18]([C:19]3[CH:24]=[CH:23][CH:22]=[CH:21][CH:20]=3)[C:13]2=[C:12]([C:25]([F:28])([F:27])[F:26])[CH:11]=1.O. (5) Given the product [N:13]1[CH:18]=[CH:17][CH:16]=[C:15]([CH:19]=[C:3]2[C:4](=[O:10])[CH:5]3[CH2:8][CH2:9][N:2]2[CH2:7][CH2:6]3)[CH:14]=1, predict the reactants needed to synthesize it. The reactants are: Cl.[N:2]12[CH2:9][CH2:8][CH:5]([CH2:6][CH2:7]1)[C:4](=[O:10])[CH2:3]2.[OH-].[K+].[N:13]1[CH:18]=[CH:17][CH:16]=[C:15]([CH:19]=O)[CH:14]=1. (6) Given the product [CH:1]1([C:4]([C:6]2[CH:7]=[N:8][C:9]3[C:14]([C:15]=2[NH:16][C:17]2[CH:18]=[N:19][C:20]([N:23]4[CH2:24][CH2:25][NH:26][CH2:27][CH2:28]4)=[N:21][CH:22]=2)=[CH:13][C:12]([C:36]2[CH:37]=[C:38]([Cl:44])[C:39]([OH:43])=[C:40]([Cl:42])[CH:41]=2)=[CH:11][CH:10]=3)=[O:5])[CH2:2][CH2:3]1, predict the reactants needed to synthesize it. The reactants are: [CH:1]1([C:4]([C:6]2[CH:7]=[N:8][C:9]3[C:14]([C:15]=2[NH:16][C:17]2[CH:18]=[N:19][C:20]([N:23]4[CH2:28][CH2:27][N:26](C(OC(C)(C)C)=O)[CH2:25][CH2:24]4)=[N:21][CH:22]=2)=[CH:13][C:12]([C:36]2[CH:41]=[C:40]([Cl:42])[C:39]([OH:43])=[C:38]([Cl:44])[CH:37]=2)=[CH:11][CH:10]=3)=[O:5])[CH2:3][CH2:2]1.C(O)(C(F)(F)F)=O. (7) Given the product [F:1][C:2]1[CH:7]=[C:6]([CH:8]2[CH2:9][CH2:10][N:11]([CH2:26][CH2:27][CH3:28])[CH2:12][CH2:13]2)[CH:5]=[CH:4][C:3]=1[C:14]1[O:15][C:16]2[C:22]([C:23]([NH2:25])=[O:24])=[CH:21][CH:20]=[CH:19][C:17]=2[N:18]=1, predict the reactants needed to synthesize it. The reactants are: [F:1][C:2]1[CH:7]=[C:6]([CH:8]2[CH2:13][CH2:12][NH:11][CH2:10][CH2:9]2)[CH:5]=[CH:4][C:3]=1[C:14]1[O:15][C:16]2[C:22]([C:23]([NH2:25])=[O:24])=[CH:21][CH:20]=[CH:19][C:17]=2[N:18]=1.[CH:26](=O)[CH2:27][CH3:28].[H][H]. (8) Given the product [CH2:1]([N:8]1[C:16]2[C:11](=[C:12]([O:17][CH2:21][C:22]3[CH:27]=[CH:26][CH:25]=[CH:24][CH:23]=3)[CH:13]=[CH:14][CH:15]=2)[CH:10]=[C:9]1[CH3:18])[C:2]1[CH:3]=[CH:4][CH:5]=[CH:6][CH:7]=1, predict the reactants needed to synthesize it. The reactants are: [CH2:1]([N:8]1[C:16]2[CH:15]=[CH:14][CH:13]=[C:12]([OH:17])[C:11]=2[CH:10]=[C:9]1[CH3:18])[C:2]1[CH:7]=[CH:6][CH:5]=[CH:4][CH:3]=1.[H-].[Na+].[CH2:21](Br)[C:22]1[CH:27]=[CH:26][CH:25]=[CH:24][CH:23]=1. (9) Given the product [Br:1][C:2]1[CH:8]=[C:7]2[C:5](=[CH:4][C:3]=1[F:9])[N:6]=[C:20]([Cl:25])[C:16]([C:10]1[CH:15]=[CH:14][CH:13]=[CH:12][CH:11]=1)=[C:31]2[Cl:33], predict the reactants needed to synthesize it. The reactants are: [Br:1][C:2]1[CH:8]=[CH:7][C:5]([NH2:6])=[CH:4][C:3]=1[F:9].[C:10]1([CH:16]([C:20](O)=O)C(O)=O)[CH:15]=[CH:14][CH:13]=[CH:12][CH:11]=1.O=P(Cl)(Cl)[Cl:25].[Al].[NH4+].[OH-].[CH2:31]([Cl:33])Cl.